From a dataset of Catalyst prediction with 721,799 reactions and 888 catalyst types from USPTO. Predict which catalyst facilitates the given reaction. (1) Reactant: [OH:1][C:2]1[CH:7]=[CH:6][C:5]([CH2:8][CH2:9][NH:10][C:11]2[N:16]=[C:15]([C:17]3[CH:18]=[C:19]([C:23](=[O:25])[CH3:24])[CH:20]=[CH:21][CH:22]=3)[CH:14]=[CH:13][N:12]=2)=[CH:4][CH:3]=1.[BH4-].[Na+]. Product: [OH:25][CH:23]([C:19]1[CH:18]=[C:17]([C:15]2[CH:14]=[CH:13][N:12]=[C:11]([NH:10][CH2:9][CH2:8][C:5]3[CH:4]=[CH:3][C:2]([OH:1])=[CH:7][CH:6]=3)[N:16]=2)[CH:22]=[CH:21][CH:20]=1)[CH3:24]. The catalyst class is: 5. (2) Reactant: [Cl:1][C:2]1[CH:3]=[C:4]([C@@H:9]2[C@@H:14]([C:15]3[CH:20]=[CH:19][C:18]([Cl:21])=[CH:17][CH:16]=3)[N:13]([CH:22]([CH3:24])[CH3:23])[C:12](=[O:25])[CH2:11][CH2:10]2)[CH:5]=[CH:6][C:7]=1[F:8].IC.[Li+].[CH3:29][CH:30]([N-]C(C)C)[CH3:31].[CH2:36](Br)C=C. Product: [CH2:31]([C@@:11]1([CH3:36])[CH2:10][C@H:9]([C:4]2[CH:5]=[CH:6][C:7]([F:8])=[C:2]([Cl:1])[CH:3]=2)[C@@H:14]([C:15]2[CH:20]=[CH:19][C:18]([Cl:21])=[CH:17][CH:16]=2)[N:13]([CH:22]([CH3:23])[CH3:24])[C:12]1=[O:25])[CH:30]=[CH2:29]. The catalyst class is: 1. (3) Reactant: Cl[C:2]1[N:7]=[C:6]([NH:8][C:9]([C:11]2([C:14]3[CH:24]=[CH:23][C:17]4[O:18][C:19]([F:22])([F:21])[O:20][C:16]=4[CH:15]=3)[CH2:13][CH2:12]2)=[O:10])[CH:5]=[C:4]([CH3:25])[C:3]=1[CH3:26].[CH3:27][O:28][C:29]1[CH:34]=[C:33](B(O)O)[CH:32]=[CH:31][N:30]=1.C([O-])([O-])=O.[Na+].[Na+]. Product: [F:21][C:19]1([F:22])[O:18][C:17]2[CH:23]=[CH:24][C:14]([C:11]3([C:9]([NH:8][C:6]4[N:7]=[C:2]([C:33]5[CH:32]=[CH:31][N:30]=[C:29]([O:28][CH3:27])[CH:34]=5)[C:3]([CH3:26])=[C:4]([CH3:25])[CH:5]=4)=[O:10])[CH2:13][CH2:12]3)=[CH:15][C:16]=2[O:20]1. The catalyst class is: 104. (4) The catalyst class is: 5. Product: [OH:1][CH:2]1[CH2:7][CH2:6][CH:5]([C:8]([O:10][CH2:11][CH3:12])=[O:9])[C:4]([C:13]2[CH:14]=[CH:15][CH:16]=[CH:17][CH:18]=2)=[CH:3]1. Reactant: [O:1]=[C:2]1[CH2:7][CH2:6][CH:5]([C:8]([O:10][CH2:11][CH3:12])=[O:9])[C:4]([C:13]2[CH:18]=[CH:17][CH:16]=[CH:15][CH:14]=2)=[CH:3]1.[BH4-].[Na+].Cl. (5) Reactant: [N:1]([CH2:4][C:5]1[CH:10]=[CH:9][C:8]([F:11])=[CH:7][C:6]=1[S:12]([N:15]([CH3:17])[CH3:16])(=[O:14])=[O:13])=[N+]=[N-].C1(P(C2C=CC=CC=2)C2C=CC=CC=2)C=CC=CC=1. Product: [NH2:1][CH2:4][C:5]1[CH:10]=[CH:9][C:8]([F:11])=[CH:7][C:6]=1[S:12]([N:15]([CH3:17])[CH3:16])(=[O:13])=[O:14]. The catalyst class is: 30.